Binary Classification. Given a drug SMILES string, predict its activity (active/inactive) in a high-throughput screening assay against a specified biological target. From a dataset of Choline transporter screen with 302,306 compounds. (1) The molecule is s1c(C(N(c2c(OC)cc(OC)cc2)C(=O)c2snc(c2N)C(=O)N)C(=O)NC2CCCC2)ccc1. The result is 0 (inactive). (2) The result is 1 (active). The molecule is O(c1c(O)c(CNc2cc3c(nc2)cccc3)ccc1)C. (3) The result is 0 (inactive). The compound is O(c1ccc(cc1)/C(=N\NC(=O)CC#N)C)c1ccccc1. (4) The molecule is O\1c2c(CN3CCCCC3)c(O)ccc2C(=O)C1=C/c1occc1. The result is 0 (inactive).